From a dataset of Full USPTO retrosynthesis dataset with 1.9M reactions from patents (1976-2016). Predict the reactants needed to synthesize the given product. (1) Given the product [CH2:19]([NH:26][CH:12]1[CH2:13][N:10]([C:7]2[CH:8]=[CH:9][C:4]([N+:1]([O-:3])=[O:2])=[CH:5][CH:6]=2)[CH2:11]1)[C:20]1[CH:25]=[CH:24][CH:23]=[CH:22][CH:21]=1, predict the reactants needed to synthesize it. The reactants are: [N+:1]([C:4]1[CH:9]=[CH:8][C:7]([N:10]2[CH2:13][CH:12](OS(C)(=O)=O)[CH2:11]2)=[CH:6][CH:5]=1)([O-:3])=[O:2].[CH2:19]([NH2:26])[C:20]1[CH:25]=[CH:24][CH:23]=[CH:22][CH:21]=1. (2) Given the product [CH:25]1([NH:2][C:1]([C:3]2[CH:4]=[C:5]([CH:20]=[CH:21][CH:22]=2)[CH2:6][CH:7]2[CH2:8][CH2:9][N:10]([C:13]([O:15][C:16]([CH3:17])([CH3:18])[CH3:19])=[O:14])[CH2:11][CH2:12]2)=[O:23])[CH2:29][CH2:28][CH2:27][CH2:26]1, predict the reactants needed to synthesize it. The reactants are: [C:1]([C:3]1[CH:4]=[C:5]([CH:20]=[CH:21][CH:22]=1)[CH2:6][CH:7]1[CH2:12][CH2:11][N:10]([C:13]([O:15][C:16]([CH3:19])([CH3:18])[CH3:17])=[O:14])[CH2:9][CH2:8]1)#[N:2].[OH-:23].[Na+].[CH:25]1(Br)[CH2:29][CH2:28][CH2:27][CH2:26]1. (3) The reactants are: [SH:1][C:2]1[CH:3]=[C:4]([OH:8])[CH:5]=[CH:6][CH:7]=1.CI.[Cl:11][C:12]1[CH:13]=[C:14]([N+:19]([O-:21])=[O:20])[CH:15]=[CH:16][C:17]=1F.[C:22](=O)([O-])[O-].[K+].[K+]. Given the product [Cl:11][C:12]1[CH:13]=[C:14]([N+:19]([O-:21])=[O:20])[CH:15]=[CH:16][C:17]=1[O:8][C:4]1[CH:5]=[CH:6][CH:7]=[C:2]([S:1][CH3:22])[CH:3]=1, predict the reactants needed to synthesize it. (4) Given the product [Br:1][CH2:11][C:10]([C:7]1[N:8]([CH3:9])[C:4]([CH3:3])=[N:5][C:6]=1[CH3:13])=[O:12], predict the reactants needed to synthesize it. The reactants are: [Br:1]Br.[CH3:3][C:4]1[N:8]([CH3:9])[C:7]([C:10](=[O:12])[CH3:11])=[C:6]([CH3:13])[N:5]=1.C([O-])(O)=O.[Na+]. (5) The reactants are: [Br:1][C:2]1[CH:21]=[CH:20][CH:19]=[C:18]([N+:22]([O-])=O)[C:3]=1[O:4][CH2:5][C@H:6]([NH:10][C:11]([O:13][C:14]([CH3:17])([CH3:16])[CH3:15])=[O:12])[C:7]([OH:9])=[O:8].[NH4+].[Cl-]. Given the product [NH2:22][C:18]1[CH:19]=[CH:20][CH:21]=[C:2]([Br:1])[C:3]=1[O:4][CH2:5][C@H:6]([NH:10][C:11]([O:13][C:14]([CH3:17])([CH3:15])[CH3:16])=[O:12])[C:7]([OH:9])=[O:8], predict the reactants needed to synthesize it. (6) Given the product [Cl:1][C:2]1[CH:3]=[C:4]([CH2:9][S:10]([NH:13][C:14]2[C:19]([O:20][CH3:21])=[CH:18][C:17]([S:22]([CH2:25][CH3:26])(=[O:24])=[O:23])=[CH:16][N:15]=2)(=[O:11])=[O:12])[CH:5]=[C:6]([Cl:8])[CH:7]=1, predict the reactants needed to synthesize it. The reactants are: [Cl:1][C:2]1[CH:3]=[C:4]([CH2:9][S:10]([NH:13][C:14]2[C:19]([O:20][CH3:21])=[CH:18][C:17]([S:22]([CH:25](C)[CH3:26])(=[O:24])=[O:23])=[CH:16][N:15]=2)(=[O:12])=[O:11])[CH:5]=[C:6]([Cl:8])[CH:7]=1.ClC1C=C(CS(NC2C(OC)=CC(SC(C)C)=CN=2)(=O)=O)C=C(Cl)C=1. (7) Given the product [ClH:1].[CH3:2][C@@H:3]([NH:9][CH2:10][CH2:11][P:12]([OH:17])(=[O:13])[OH:16])[CH2:4][CH2:5][CH2:6][CH2:7][CH3:8], predict the reactants needed to synthesize it. The reactants are: [ClH:1].[CH3:2][C@@H:3]([NH:9][CH2:10][CH2:11][P:12]([O:17]CC)(=[O:16])[O:13]CC)[CH2:4][CH2:5][CH2:6][CH2:7][CH3:8]. (8) Given the product [CH2:1]([N:3]([CH2:31][C:32]1[CH:37]=[CH:36][C:35]([O:38][CH2:42][CH2:43][N:45]([CH:47]([CH3:49])[CH3:48])[CH3:46])=[C:34]([F:39])[CH:33]=1)[C:4]1[CH:9]=[C:8]([O:10][CH3:11])[C:7]([O:12][CH3:13])=[CH:6][C:5]=1[C@@H:14]1[CH2:23][CH2:22][C:17]2[CH:18]=[C:19]([OH:24])[CH:20]=[CH:21][C:16]=2[CH2:15]1)[CH3:2], predict the reactants needed to synthesize it. The reactants are: [CH2:1]([N:3]([C:31](=O)[C:32]1[CH:37]=[CH:36][C:35]([OH:38])=[C:34]([F:39])[CH:33]=1)[C:4]1[CH:9]=[C:8]([O:10][CH3:11])[C:7]([O:12][CH3:13])=[CH:6][C:5]=1[C@@H:14]1[CH2:23][CH2:22][C:21]2[CH:20]=[C:19]([O:24]C(=O)C(C)(C)C)[CH:18]=[CH:17][C:16]=2[CH2:15]1)[CH3:2].Cl[CH2:42][C:43]([N:45]([CH:47]([CH3:49])[CH3:48])[CH3:46])=O. (9) Given the product [Br:21][C:16]1[CH:15]=[C:14]2[C:19]([C:20]3[C:8]([C:4]4[CH:5]=[CH:6][CH:7]=[C:2]([N:1]5[C:29](=[O:28])[C:30]6[C:31](=[CH:32][CH:33]=[CH:34][CH:35]=6)[N:26]=[CH:27]5)[C:3]=4[CH3:25])=[CH:9][N:10]=[C:11]([C:22]([NH2:24])=[O:23])[C:12]=3[NH:13]2)=[CH:18][CH:17]=1, predict the reactants needed to synthesize it. The reactants are: [NH2:1][C:2]1[C:3]([CH3:25])=[C:4]([C:8]2[C:20]3[C:19]4[C:14](=[CH:15][C:16]([Br:21])=[CH:17][CH:18]=4)[NH:13][C:12]=3[C:11]([C:22]([NH2:24])=[O:23])=[N:10][CH:9]=2)[CH:5]=[CH:6][CH:7]=1.[NH:26]1[C:31]2[CH:32]=[CH:33][CH:34]=[CH:35][C:30]=2[C:29](=O)[O:28][C:27]1=O.[N+](O[La](O[N+]([O-])=O)O[N+]([O-])=O)([O-])=O.COC(OC)OC. (10) The reactants are: [C:1](OC(=O)C)(=[O:3])[CH3:2].[CH2:8]([O:10][C:11](=[O:41])[N:12]([CH2:26][C@H:27]([OH:40])[CH2:28][N:29]1[C:33](=[O:34])[C:32]2=[CH:35][CH:36]=[CH:37][CH:38]=[C:31]2[C:30]1=[O:39])[C:13]1[CH:18]=[CH:17][C:16]([N:19]2[CH2:24][CH2:23][O:22][CH2:21][CH2:20]2)=[C:15]([F:25])[CH:14]=1)[CH3:9]. Given the product [CH2:8]([O:10][C:11](=[O:41])[N:12]([CH2:26][C@H:27]([O:40][C:1](=[O:3])[CH3:2])[CH2:28][N:29]1[C:33](=[O:34])[C:32]2=[CH:35][CH:36]=[CH:37][CH:38]=[C:31]2[C:30]1=[O:39])[C:13]1[CH:18]=[CH:17][C:16]([N:19]2[CH2:20][CH2:21][O:22][CH2:23][CH2:24]2)=[C:15]([F:25])[CH:14]=1)[CH3:9], predict the reactants needed to synthesize it.